From a dataset of Forward reaction prediction with 1.9M reactions from USPTO patents (1976-2016). Predict the product of the given reaction. (1) Given the reactants [C:1]([O:5][C:6]([N:8]1[CH2:13][CH2:12][N:11]([C:14](=[N:17][CH3:18])SC)[CH:10]([C:19]2[O:23][N:22]=[C:21]([C:24]3[CH:29]=[CH:28][CH:27]=[C:26]([Cl:30])[CH:25]=3)[N:20]=2)[CH2:9]1)=[O:7])([CH3:4])([CH3:3])[CH3:2].[F:31][CH:32]([F:44])[O:33][C:34]1[CH:43]=[CH:42][C:37]([C:38]([NH:40][NH2:41])=O)=[CH:36][CH:35]=1, predict the reaction product. The product is: [C:1]([O:5][C:6]([N:8]1[CH2:13][CH2:12][N:11]([C:14]2[N:17]([CH3:18])[C:38]([C:37]3[CH:42]=[CH:43][C:34]([O:33][CH:32]([F:44])[F:31])=[CH:35][CH:36]=3)=[N:40][N:41]=2)[CH:10]([C:19]2[O:23][N:22]=[C:21]([C:24]3[CH:29]=[CH:28][CH:27]=[C:26]([Cl:30])[CH:25]=3)[N:20]=2)[CH2:9]1)=[O:7])([CH3:4])([CH3:2])[CH3:3]. (2) Given the reactants [CH:1]1([CH2:4][NH:5][C:6]2[CH:30]=[CH:29][C:9]([O:10][C:11]3[CH:12]=[C:13]([CH:22]=[C:23]([O:25][CH:26]([CH3:28])[CH3:27])[CH:24]=3)[C:14]([NH:16][C:17]3[S:18][CH:19]=[CH:20][N:21]=3)=[O:15])=[CH:8][CH:7]=2)[CH2:3][CH2:2]1.[C:31](Cl)(=[O:34])[CH2:32][CH3:33].N1C=CC=CC=1, predict the reaction product. The product is: [CH:1]1([CH2:4][N:5]([C:31](=[O:34])[CH2:32][CH3:33])[C:6]2[CH:30]=[CH:29][C:9]([O:10][C:11]3[CH:12]=[C:13]([CH:22]=[C:23]([O:25][CH:26]([CH3:27])[CH3:28])[CH:24]=3)[C:14]([NH:16][C:17]3[S:18][CH:19]=[CH:20][N:21]=3)=[O:15])=[CH:8][CH:7]=2)[CH2:3][CH2:2]1.